From a dataset of Catalyst prediction with 721,799 reactions and 888 catalyst types from USPTO. Predict which catalyst facilitates the given reaction. (1) Reactant: Br[CH:2]([C:16]1[CH:21]=[CH:20][C:19]([Cl:22])=[CH:18][CH:17]=1)[C:3]([C:5]1[CH:6]=[CH:7][C:8]2[O:13][CH2:12][C:11](=[O:14])[NH:10][C:9]=2[CH:15]=1)=O.[NH2:23][C:24]1[CH:29]=[CH:28][CH:27]=[CH:26][C:25]=1[SH:30].C(O)C. Product: [Cl:22][C:19]1[CH:20]=[CH:21][C:16]([CH:2]2[C:3]([C:5]3[CH:6]=[CH:7][C:8]4[O:13][CH2:12][C:11](=[O:14])[NH:10][C:9]=4[CH:15]=3)=[N:23][C:24]3[CH:29]=[CH:28][CH:27]=[CH:26][C:25]=3[S:30]2)=[CH:17][CH:18]=1. The catalyst class is: 11. (2) Reactant: Cl[C:2]1[N:7]=[C:6]([Cl:8])[C:5]([C:9]#[N:10])=[CH:4][N:3]=1.[OH-].[NH4+:12]. Product: [NH2:12][C:2]1[N:7]=[C:6]([Cl:8])[C:5]([C:9]#[N:10])=[CH:4][N:3]=1. The catalyst class is: 12. (3) Reactant: [Cl:1][C:2]1[N:7]=[CH:6][C:5]([C:8](=[CH:16]N(C)C)[C:9]([C:11]2[O:12][CH:13]=[CH:14][CH:15]=2)=O)=[CH:4][CH:3]=1.Cl.[NH2:21][C:22]([NH2:24])=[NH:23].C(=O)([O-])[O-].[K+].[K+]. Product: [Cl:1][C:2]1[N:7]=[CH:6][C:5]([C:8]2[C:9]([C:11]3[O:12][CH:13]=[CH:14][CH:15]=3)=[N:23][C:22]([NH2:24])=[N:21][CH:16]=2)=[CH:4][CH:3]=1. The catalyst class is: 35. (4) Reactant: [C:1]1([C:7]2[N:8]=[C:9]([NH2:18])[S:10][C:11]=2[C:12]2[CH:17]=[CH:16][CH:15]=[CH:14][CH:13]=2)[CH2:6][CH2:5][CH2:4][CH2:3][CH:2]=1.Br[CH2:20][C:21](=O)[C:22]([O:24][CH2:25][CH3:26])=[O:23].CCN(CC)CC. Product: [C:1]1([C:7]2[N:8]3[CH:20]=[C:21]([C:22]([O:24][CH2:25][CH3:26])=[O:23])[N:18]=[C:9]3[S:10][C:11]=2[C:12]2[CH:13]=[CH:14][CH:15]=[CH:16][CH:17]=2)[CH2:6][CH2:5][CH2:4][CH2:3][CH:2]=1. The catalyst class is: 653. (5) Reactant: [CH2:1]([N:8]1[C:17]2[C:12](=[CH:13][CH:14]=[C:15]([OH:18])[CH:16]=2)[CH2:11][CH2:10][CH2:9]1)[C:2]1[CH:7]=[CH:6][CH:5]=[CH:4][CH:3]=1.C(N(CC)CC)C.[F:26][C:27]1[CH:32]=[CH:31][C:30]([N:33]=[C:34]=[O:35])=[CH:29][CH:28]=1. Product: [F:26][C:27]1[CH:32]=[CH:31][C:30]([NH:33][C:34](=[O:35])[O:18][C:15]2[CH:16]=[C:17]3[C:12]([CH2:11][CH2:10][CH2:9][N:8]3[CH2:1][C:2]3[CH:3]=[CH:4][CH:5]=[CH:6][CH:7]=3)=[CH:13][CH:14]=2)=[CH:29][CH:28]=1. The catalyst class is: 7. (6) Reactant: O[C:2]1[C:11]2[C:10]([C:12](OCC)=[O:13])=[CH:9][CH:8]=[CH:7][C:6]=2[NH:5][C:4](=[O:17])[C:3]=1[C:18]1[CH:23]=[CH:22][CH:21]=[CH:20][CH:19]=1.O.[NH2:25][NH2:26]. Product: [C:18]1([CH:3]2[C:2]3=[N:25][NH:26][C:12](=[O:13])[C:10]4[CH:9]=[CH:8][CH:7]=[C:6]([C:11]=43)[NH:5][C:4]2=[O:17])[CH:23]=[CH:22][CH:21]=[CH:20][CH:19]=1. The catalyst class is: 5. (7) Reactant: Cl.[Cl:2][C:3]1[CH:11]=[C:10]2[C:6]([C:7]([CH2:18][CH:19]([CH3:21])[CH3:20])=[CH:8][N:9]2[C:12]2[S:13][CH:14]=[C:15]([NH2:17])[N:16]=2)=[CH:5][CH:4]=1.C(N(CC)CC)C.Cl.[C:30](Cl)(=[O:37])[C:31]1[CH:36]=[CH:35][CH:34]=[N:33][CH:32]=1. Product: [Cl:2][C:3]1[CH:11]=[C:10]2[C:6]([C:7]([CH2:18][CH:19]([CH3:21])[CH3:20])=[CH:8][N:9]2[C:12]2[S:13][CH:14]=[C:15]([NH:17][C:30](=[O:37])[C:31]3[CH:36]=[CH:35][CH:34]=[N:33][CH:32]=3)[N:16]=2)=[CH:5][CH:4]=1. The catalyst class is: 4. (8) Reactant: [H-].[Na+].F[C:4]1[CH:9]=[C:8]([F:10])[CH:7]=[CH:6][C:5]=1[S:11]([N:14]([CH2:16][CH2:17][OH:18])[CH3:15])(=[O:13])=[O:12]. Product: [F:10][C:8]1[CH:9]=[CH:4][C:5]2[S:11](=[O:13])(=[O:12])[N:14]([CH3:15])[CH2:16][CH2:17][O:18][C:6]=2[CH:7]=1. The catalyst class is: 3. (9) Reactant: C(OC([N:8]1[CH2:12][C@H:11]([S:13]([CH2:16][CH:17]2[CH2:19][CH2:18]2)(=[O:15])=[O:14])[CH2:10][C@H:9]1[C:20](=[O:27])[NH:21][C:22]1([C:25]#[N:26])[CH2:24][CH2:23]1)=O)(C)(C)C.[F:28][C:29]([F:34])([F:33])[C:30]([OH:32])=[O:31]. Product: [F:28][C:29]([F:34])([F:33])[C:30]([OH:32])=[O:31].[C:25]([C:22]1([NH:21][C:20]([C@@H:9]2[CH2:10][C@@H:11]([S:13]([CH2:16][CH:17]3[CH2:18][CH2:19]3)(=[O:15])=[O:14])[CH2:12][NH:8]2)=[O:27])[CH2:24][CH2:23]1)#[N:26]. The catalyst class is: 4.